Dataset: NCI-60 drug combinations with 297,098 pairs across 59 cell lines. Task: Regression. Given two drug SMILES strings and cell line genomic features, predict the synergy score measuring deviation from expected non-interaction effect. (1) Drug 1: CC1=C(C(CCC1)(C)C)C=CC(=CC=CC(=CC(=O)O)C)C. Drug 2: C1=CC=C(C(=C1)C(C2=CC=C(C=C2)Cl)C(Cl)Cl)Cl. Cell line: SNB-19. Synergy scores: CSS=0.867, Synergy_ZIP=-0.000774, Synergy_Bliss=2.16, Synergy_Loewe=0.474, Synergy_HSA=0.530. (2) Cell line: MDA-MB-435. Drug 1: COC1=C2C(=CC3=C1OC=C3)C=CC(=O)O2. Drug 2: C1CN(P(=O)(OC1)NCCCl)CCCl. Synergy scores: CSS=8.51, Synergy_ZIP=-0.547, Synergy_Bliss=2.52, Synergy_Loewe=0.984, Synergy_HSA=1.33. (3) Drug 1: CC1=C(C(=CC=C1)Cl)NC(=O)C2=CN=C(S2)NC3=CC(=NC(=N3)C)N4CCN(CC4)CCO. Drug 2: C1=CN(C=N1)CC(O)(P(=O)(O)O)P(=O)(O)O. Cell line: KM12. Synergy scores: CSS=1.05, Synergy_ZIP=3.65, Synergy_Bliss=7.63, Synergy_Loewe=-0.319, Synergy_HSA=0.103. (4) Drug 1: C1CN1C2=NC(=NC(=N2)N3CC3)N4CC4. Drug 2: C1=NNC2=C1C(=O)NC=N2. Cell line: UO-31. Synergy scores: CSS=23.0, Synergy_ZIP=-7.45, Synergy_Bliss=-1.10, Synergy_Loewe=-14.8, Synergy_HSA=-0.785. (5) Drug 1: CCCCC(=O)OCC(=O)C1(CC(C2=C(C1)C(=C3C(=C2O)C(=O)C4=C(C3=O)C=CC=C4OC)O)OC5CC(C(C(O5)C)O)NC(=O)C(F)(F)F)O. Drug 2: C1C(C(OC1N2C=NC(=NC2=O)N)CO)O. Cell line: HT29. Synergy scores: CSS=47.7, Synergy_ZIP=2.40, Synergy_Bliss=7.95, Synergy_Loewe=1.18, Synergy_HSA=2.11.